From a dataset of Full USPTO retrosynthesis dataset with 1.9M reactions from patents (1976-2016). Predict the reactants needed to synthesize the given product. (1) Given the product [CH3:3][O:4][C:5]1[CH:6]=[C:7]2[C:11](=[CH:12][C:13]=1[O:14][CH3:15])[N:10]([CH2:44][CH2:43][O:42][Si:35]([C:38]([CH3:41])([CH3:40])[CH3:39])([CH3:37])[CH3:36])[CH:9]=[C:8]2[C:16]1[N:24]([S:25]([C:28]2[CH:29]=[CH:30][C:31]([CH3:34])=[CH:32][CH:33]=2)(=[O:27])=[O:26])[C:19]2=[N:20][CH:21]=[CH:22][CH:23]=[C:18]2[CH:17]=1, predict the reactants needed to synthesize it. The reactants are: [H-].[Na+].[CH3:3][O:4][C:5]1[CH:6]=[C:7]2[C:11](=[CH:12][C:13]=1[O:14][CH3:15])[NH:10][CH:9]=[C:8]2[C:16]1[N:24]([S:25]([C:28]2[CH:33]=[CH:32][C:31]([CH3:34])=[CH:30][CH:29]=2)(=[O:27])=[O:26])[C:19]2=[N:20][CH:21]=[CH:22][CH:23]=[C:18]2[CH:17]=1.[Si:35]([O:42][CH2:43][CH2:44]Br)([C:38]([CH3:41])([CH3:40])[CH3:39])([CH3:37])[CH3:36].O. (2) Given the product [Cl:25][C:22]1[CH:23]=[CH:24][C:19]([N:9]2[C:10]([C:12]3[CH:17]=[CH:16][C:15]([F:18])=[CH:14][CH:13]=3)=[CH:11][N:7]([CH2:6][CH2:5][C:4]([OH:27])=[O:3])[C:8]2=[S:26])=[CH:20][CH:21]=1, predict the reactants needed to synthesize it. The reactants are: C([O:3][C:4](=[O:27])[CH2:5][CH2:6][N:7]1[CH:11]=[C:10]([C:12]2[CH:17]=[CH:16][C:15]([F:18])=[CH:14][CH:13]=2)[N:9]([C:19]2[CH:24]=[CH:23][C:22]([Cl:25])=[CH:21][CH:20]=2)[C:8]1=[S:26])C.O.[OH-].[Li+].O.Cl. (3) Given the product [O:27]1[C:23]2[CH:22]=[CH:21][C:20]([C:18](=[O:19])[CH2:17][CH2:16][C:15]([NH:14][C:4]3[CH:3]=[C:2]([C:69]4[CH:70]=[C:65]([CH:66]=[CH:67][CH:68]=4)[C:63]([O:62][CH3:61])=[O:64])[CH:7]=[C:6]([C:8]4[CH:13]=[CH:12][CH:11]=[CH:10][CH:9]=4)[N:5]=3)=[O:29])=[CH:28][C:24]=2[CH2:25][CH2:26]1, predict the reactants needed to synthesize it. The reactants are: Cl[C:2]1[CH:7]=[C:6]([C:8]2[CH:13]=[CH:12][CH:11]=[CH:10][CH:9]=2)[N:5]=[C:4]([NH:14][C:15](=[O:29])[CH2:16][CH2:17][C:18]([C:20]2[CH:21]=[CH:22][C:23]3[O:27][CH2:26][CH2:25][C:24]=3[CH:28]=2)=[O:19])[CH:3]=1.C1(C2C=CC=CC=2)C=CC=CC=1P(C1CCCCC1)C1CCCCC1.C(=O)([O-])[O-].[K+].[K+].[CH3:61][O:62][C:63]([C:65]1[CH:66]=[C:67](B(O)O)[CH:68]=[CH:69][CH:70]=1)=[O:64]. (4) The reactants are: [C:1]([O:5][C:6]([NH:8][C@@H:9]([CH2:12][CH:13]1[CH2:18][CH2:17][CH:16]([O:19][Si:20]([C:23]([CH3:26])([CH3:25])[CH3:24])([CH3:22])[CH3:21])[CH2:15][CH2:14]1)[CH2:10][OH:11])=[O:7])([CH3:4])([CH3:3])[CH3:2].CCN(CC)CC.[CH3:34][S:35](Cl)(=[O:37])=[O:36].O. Given the product [C:1]([O:5][C:6]([NH:8][C@@H:9]([CH2:12][CH:13]1[CH2:14][CH2:15][CH:16]([O:19][Si:20]([C:23]([CH3:26])([CH3:25])[CH3:24])([CH3:21])[CH3:22])[CH2:17][CH2:18]1)[CH2:10][O:11][S:35]([CH3:34])(=[O:37])=[O:36])=[O:7])([CH3:2])([CH3:4])[CH3:3], predict the reactants needed to synthesize it.